Dataset: Full USPTO retrosynthesis dataset with 1.9M reactions from patents (1976-2016). Task: Predict the reactants needed to synthesize the given product. (1) Given the product [Cl:1][C:2]1[CH:3]=[CH:4][C:5]([N:8]2[C@@H:32]([CH2:33][OH:34])[CH2:30][N:11]([CH2:12][C:13]3[CH:18]=[CH:17][C:16]([O:19][CH3:20])=[CH:15][C:14]=3[O:21][CH3:22])[CH2:10][C:9]2=[O:23])=[CH:6][CH:7]=1, predict the reactants needed to synthesize it. The reactants are: [Cl:1][C:2]1[CH:7]=[CH:6][C:5]([NH:8][C:9](=[O:23])[CH2:10][NH:11][CH2:12][C:13]2[CH:18]=[CH:17][C:16]([O:19][CH3:20])=[CH:15][C:14]=2[O:21][CH3:22])=[CH:4][CH:3]=1.S([O-])([O-])(=O)=O.[Mg+2].[CH2:30]([C@H:32]1[O:34][CH2:33]1)Cl. (2) The reactants are: [Br:1][C:2]1[CH:9]=[C:8]([F:10])[C:5]([C:6]#[N:7])=[C:4](F)[CH:3]=1.CCN(C(C)C)C(C)C.[NH2:21][CH:22]1[CH2:27][CH2:26][CH:25]([OH:28])[CH2:24][CH2:23]1.O. Given the product [Br:1][C:2]1[CH:3]=[C:4]([NH:21][CH:22]2[CH2:27][CH2:26][CH:25]([OH:28])[CH2:24][CH2:23]2)[C:5]([C:6]#[N:7])=[C:8]([F:10])[CH:9]=1, predict the reactants needed to synthesize it. (3) The reactants are: [Cl-].[Ca+2].[Cl-].C1COCC1.[BH4-].[Na+].[Cl:11][C:12]1[S:13][C:14]([C:32]([N:34]([C:38]2[CH:43]=[CH:42][CH:41]=[C:40]([C:44]#[N:45])[C:39]=2[Cl:46])[CH:35]2[CH2:37][CH2:36]2)=[O:33])=[CH:15][C:16]=1[N:17]1[C:22](=[O:23])[C:21]2=[C:24]([C:27](OC)=[O:28])[S:25][CH:26]=[C:20]2[NH:19][C:18]1=[O:31]. Given the product [Cl:11][C:12]1[S:13][C:14]([C:32]([N:34]([C:38]2[CH:43]=[CH:42][CH:41]=[C:40]([C:44]#[N:45])[C:39]=2[Cl:46])[CH:35]2[CH2:37][CH2:36]2)=[O:33])=[CH:15][C:16]=1[N:17]1[C:22](=[O:23])[C:21]2=[C:24]([CH2:27][OH:28])[S:25][CH:26]=[C:20]2[NH:19][C:18]1=[O:31], predict the reactants needed to synthesize it. (4) Given the product [CH2:1]([O:3][C:4]1[CH:9]=[CH:8][C:7]([C@@H:10]2[CH2:12][C@H:11]2[C:13]([OH:15])=[O:14])=[CH:6][CH:5]=1)[CH3:2], predict the reactants needed to synthesize it. The reactants are: [CH2:1]([O:3][C:4]1[CH:9]=[CH:8][C:7]([C@@H:10]2[CH2:12][C@H:11]2[C:13]([O:15]C)=[O:14])=[CH:6][CH:5]=1)[CH3:2].[OH-].[Na+].